This data is from Merck oncology drug combination screen with 23,052 pairs across 39 cell lines. The task is: Regression. Given two drug SMILES strings and cell line genomic features, predict the synergy score measuring deviation from expected non-interaction effect. (1) Drug 1: CS(=O)(=O)CCNCc1ccc(-c2ccc3ncnc(Nc4ccc(OCc5cccc(F)c5)c(Cl)c4)c3c2)o1. Drug 2: CC(C)CC(NC(=O)C(Cc1ccccc1)NC(=O)c1cnccn1)B(O)O. Cell line: HT29. Synergy scores: synergy=-12.8. (2) Drug 1: C=CCn1c(=O)c2cnc(Nc3ccc(N4CCN(C)CC4)cc3)nc2n1-c1cccc(C(C)(C)O)n1. Drug 2: CCc1c2c(nc3ccc(O)cc13)-c1cc3c(c(=O)n1C2)COC(=O)C3(O)CC. Cell line: LNCAP. Synergy scores: synergy=2.03. (3) Drug 1: Nc1ccn(C2OC(CO)C(O)C2(F)F)c(=O)n1. Drug 2: COC1=C2CC(C)CC(OC)C(O)C(C)C=C(C)C(OC(N)=O)C(OC)C=CC=C(C)C(=O)NC(=CC1=O)C2=O. Cell line: OV90. Synergy scores: synergy=-1.24.